Dataset: Full USPTO retrosynthesis dataset with 1.9M reactions from patents (1976-2016). Task: Predict the reactants needed to synthesize the given product. (1) Given the product [CH2:24]([N:8]([CH2:1][C:2]1[CH:3]=[CH:4][CH:5]=[CH:6][CH:7]=1)[C@@H:9]([CH2:13][C:14]1[CH:19]=[CH:18][C:17]([C:20]([F:23])([F:22])[F:21])=[CH:16][CH:15]=1)[C@@H:10]([OH:12])[CH3:11])[C:25]1[CH:30]=[CH:29][CH:28]=[CH:27][CH:26]=1, predict the reactants needed to synthesize it. The reactants are: [CH2:1]([N:8]([CH2:24][C:25]1[CH:30]=[CH:29][CH:28]=[CH:27][CH:26]=1)[C@@H:9]([CH2:13][C:14]1[CH:19]=[CH:18][C:17]([C:20]([F:23])([F:22])[F:21])=[CH:16][CH:15]=1)[C:10](=[O:12])[CH3:11])[C:2]1[CH:7]=[CH:6][CH:5]=[CH:4][CH:3]=1.CO.C1COCC1.[BH4-].[Na+]. (2) Given the product [C:26]([N:25]1[C:21]([CH2:18][CH2:19][CH3:20])=[CH:22][C:23]([CH2:30][NH:17][CH2:16][CH2:15][N:12]2[CH2:11][CH2:10][N:9]([C:6]3[CH:5]=[CH:4][C:3]([O:2][CH3:1])=[CH:8][CH:7]=3)[CH2:14][CH2:13]2)=[N:24]1)([CH3:29])([CH3:28])[CH3:27], predict the reactants needed to synthesize it. The reactants are: [CH3:1][O:2][C:3]1[CH:8]=[CH:7][C:6]([N:9]2[CH2:14][CH2:13][N:12]([CH2:15][CH2:16][NH2:17])[CH2:11][CH2:10]2)=[CH:5][CH:4]=1.[CH2:18]([C:21]1[N:25]([C:26]([CH3:29])([CH3:28])[CH3:27])[N:24]=[C:23]([CH:30]=O)[CH:22]=1)[CH2:19][CH3:20]. (3) Given the product [CH3:19][O:20][CH2:21][C:13]1[O:12][C:11]([S:10][CH2:9][CH2:8][C:7]([F:6])=[C:16]([F:17])[F:18])=[N:15][CH:14]=1, predict the reactants needed to synthesize it. The reactants are: C([Li])CCC.[F:6][C:7](=[C:16]([F:18])[F:17])[CH2:8][CH2:9][S:10][C:11]1[O:12][CH:13]=[CH:14][N:15]=1.[CH3:19][O:20][CH2:21]Br.[Cl-].[NH4+]. (4) Given the product [Cl:15][CH2:16][C:17]([N:2]1[CH2:3][C@@H:4]2[CH2:8][CH2:7][CH2:6][C@@H:5]2[CH2:1]1)=[O:18], predict the reactants needed to synthesize it. The reactants are: [CH2:1]1[C@H:5]2[CH2:6][CH2:7][CH2:8][C@H:4]2[CH2:3][NH:2]1.C(=O)([O-])[O-].[Na+].[Na+].[Cl:15][CH2:16][C:17](Cl)=[O:18].O. (5) The reactants are: [CH3:1][N:2]1[CH2:7][CH2:6][CH2:5][N:4]([CH2:8][C:9]([O:11]C(C)(C)C)=[O:10])[C:3]1=[O:16].C(O)(C(F)(F)F)=O. Given the product [CH3:1][N:2]1[CH2:7][CH2:6][CH2:5][N:4]([CH2:8][C:9]([OH:11])=[O:10])[C:3]1=[O:16], predict the reactants needed to synthesize it. (6) The reactants are: [C:1]1(=O)[CH2:6][CH2:5][CH2:4][CH2:3][CH2:2]1.[C:8]([CH2:10][C:11]([NH2:13])=[O:12])#[N:9]. Given the product [C:1]1(=[C:10]([C:8]#[N:9])[C:11]([NH2:13])=[O:12])[CH2:6][CH2:5][CH2:4][CH2:3][CH2:2]1, predict the reactants needed to synthesize it. (7) The reactants are: C([O:5][C:6](=[O:31])[CH2:7][CH2:8][CH2:9][N:10]1[C:15]2[CH:16]=[CH:17][C:18]([Cl:20])=[CH:19][C:14]=2[C:13]([C:25]#[C:26][CH:27]2[CH2:29][CH2:28]2)([C:21]([F:24])([F:23])[F:22])[O:12][C:11]1=[O:30])(C)(C)C.FC(F)(F)C(O)=O. Given the product [Cl:20][C:18]1[CH:17]=[CH:16][C:15]2[N:10]([CH2:9][CH2:8][CH2:7][C:6]([OH:31])=[O:5])[C:11](=[O:30])[O:12][C:13]([C:25]#[C:26][CH:27]3[CH2:28][CH2:29]3)([C:21]([F:22])([F:23])[F:24])[C:14]=2[CH:19]=1, predict the reactants needed to synthesize it.